From a dataset of CYP2C9 inhibition data for predicting drug metabolism from PubChem BioAssay. Regression/Classification. Given a drug SMILES string, predict its absorption, distribution, metabolism, or excretion properties. Task type varies by dataset: regression for continuous measurements (e.g., permeability, clearance, half-life) or binary classification for categorical outcomes (e.g., BBB penetration, CYP inhibition). Dataset: cyp2c9_veith. (1) The compound is CN[C@@H](c1ccncc1)[C@@H](NC)c1ccncc1. The result is 0 (non-inhibitor). (2) The compound is COC(=O)[C@@]1(Cc2ccccc2)[C@H]2c3cc(C(=O)N4CCCC4)n(Cc4ccc(S(C)(=O)=O)cc4)c3C[C@H]2CN1C(=O)c1ccccc1. The result is 1 (inhibitor). (3) The drug is c1cncc(CNc2ncnc3ccc(-c4ccoc4)cc23)c1. The result is 0 (non-inhibitor). (4) The compound is CC(C)c1cccc2cc3c(nc12)-c1cccc(=O)n1C3. The result is 0 (non-inhibitor). (5) The compound is O=C(O)/C=C/C(=O)Nc1ccccc1-c1ccccc1. The result is 1 (inhibitor).